This data is from HIV replication inhibition screening data with 41,000+ compounds from the AIDS Antiviral Screen. The task is: Binary Classification. Given a drug SMILES string, predict its activity (active/inactive) in a high-throughput screening assay against a specified biological target. (1) The compound is CC(=O)Nn1c(Cc2ccc(Cl)cc2)nn(C)c1=O. The result is 0 (inactive). (2) The drug is O=C(NCCCCCCNC(=O)NS(=O)(=O)c1ccccc1)NS(=O)(=O)c1ccccc1. The result is 0 (inactive). (3) The compound is O=C(CC(O)c1cccnc1)CC(O)c1cccnc1. The result is 0 (inactive). (4) The compound is CC1(C)CCC2(C(=O)O)CCC3(C)C(=CCC4C5(C)CCC(OC6OCC(O)C(O)C6OC6OC(CO)C(O)C(O)C6O)C(C)(C)C5CCC43C)C2C1. The result is 0 (inactive).